Predict which catalyst facilitates the given reaction. From a dataset of Catalyst prediction with 721,799 reactions and 888 catalyst types from USPTO. The catalyst class is: 6. Product: [Cl:1][C:2]1[C:11]2[N:12]=[C:13]([CH2:14][O:15][CH2:16][CH3:17])[N:19]([CH2:20][CH2:21][NH:22][C:23](=[O:29])[O:24][C:25]([CH3:27])([CH3:28])[CH3:26])[C:10]=2[C:9]2[CH:8]=[CH:7][CH:6]=[CH:5][C:4]=2[N:3]=1. Reactant: [Cl:1][C:2]1[C:11]([NH:12][C:13](=O)[CH2:14][O:15][CH2:16][CH3:17])=[C:10]([NH:19][CH2:20][CH2:21][NH:22][C:23](=[O:29])[O:24][C:25]([CH3:28])([CH3:27])[CH3:26])[C:9]2[C:4](=[CH:5][CH:6]=[CH:7][CH:8]=2)[N:3]=1.C(O)C.O.C(=O)([O-])[O-].[K+].[K+].